This data is from Catalyst prediction with 721,799 reactions and 888 catalyst types from USPTO. The task is: Predict which catalyst facilitates the given reaction. (1) Reactant: Br[C:2]1[N:3]=[C:4]([C:23]2[CH:28]=[CH:27][CH:26]=[CH:25][C:24]=2[C:29]([F:32])([F:31])[F:30])[N:5]([C:7]2[CH:12]=[CH:11][C:10]([C:13]3[CH:18]=[CH:17][CH:16]=[C:15]([S:19]([CH3:22])(=[O:21])=[O:20])[CH:14]=3)=[CH:9][CH:8]=2)[CH:6]=1.[NH:33]1[CH2:36][CH2:35][CH2:34]1.N1CCC[C@H]1C(O)=O.[C:45]([O-:48])([O-])=[O:46].[Cs+].[Cs+]. Product: [C:45]([OH:48])([C:29]([F:32])([F:31])[F:30])=[O:46].[N:33]1([C:2]2[N:3]=[C:4]([C:23]3[CH:28]=[CH:27][CH:26]=[CH:25][C:24]=3[C:29]([F:31])([F:30])[F:32])[N:5]([C:7]3[CH:8]=[CH:9][C:10]([C:13]4[CH:18]=[CH:17][CH:16]=[C:15]([S:19]([CH3:22])(=[O:21])=[O:20])[CH:14]=4)=[CH:11][CH:12]=3)[CH:6]=2)[CH2:36][CH2:35][CH2:34]1. The catalyst class is: 471. (2) Reactant: [C:1]1(=O)[CH2:5][CH2:4][CH2:3][C:2]1=[O:6].O.C1(C)C=CC(S(O)(=O)=O)=CC=1.[CH2:20]([OH:24])[CH:21]([CH3:23])[CH3:22]. Product: [CH2:20]([O:24][C:5]1[CH2:4][CH2:3][C:2](=[O:6])[CH:1]=1)[CH:21]([CH3:23])[CH3:22]. The catalyst class is: 11. (3) Reactant: [CH:1](NC(C)C)(C)C.[Li].[CH2:9]([O:11][C:12](=[O:23])[CH:13]([C:15]1[CH:20]=[CH:19][CH:18]=[C:17]([O:21][CH3:22])[CH:16]=1)[CH3:14])[CH3:10].IC.Cl. Product: [CH2:9]([O:11][C:12](=[O:23])[C:13]([C:15]1[CH:20]=[CH:19][CH:18]=[C:17]([O:21][CH3:22])[CH:16]=1)([CH3:1])[CH3:14])[CH3:10]. The catalyst class is: 1. (4) Reactant: [H-].[Na+].C(OP([CH2:11][C:12]([O:14][CH2:15][CH3:16])=[O:13])(OCC)=O)C.[CH3:17][C:18]1[N:28]=[C:21]2[CH:22]=[CH:23][CH:24]=[C:25]([CH:26]=O)[N:20]2[N:19]=1.O. Product: [CH3:17][C:18]1[N:28]=[C:21]2[CH:22]=[CH:23][CH:24]=[C:25](/[CH:26]=[CH:11]/[C:12]([O:14][CH2:15][CH3:16])=[O:13])[N:20]2[N:19]=1. The catalyst class is: 7. (5) Reactant: [CH2:1]([OH:8])[C:2]1[CH:7]=[CH:6][CH:5]=[CH:4][CH:3]=1.[OH-].[K+].Cl[C:12]1[CH:17]=[CH:16][C:15]([N+:18]([O-:20])=[O:19])=[CH:14][N:13]=1. Product: [CH2:1]([O:8][C:12]1[CH:17]=[CH:16][C:15]([N+:18]([O-:20])=[O:19])=[CH:14][N:13]=1)[C:2]1[CH:7]=[CH:6][CH:5]=[CH:4][CH:3]=1. The catalyst class is: 133. (6) Reactant: CN(C)C=[CH:4][C:5](=[O:13])[C:6](=[CH:9][N:10](C)[CH3:11])[C:7]#[N:8].C([O-])(=O)C.[NH4+]. Product: [OH:13][C:5]1[C:6]([C:7]#[N:8])=[CH:9][N:10]=[CH:11][CH:4]=1. The catalyst class is: 14.